This data is from Reaction yield outcomes from USPTO patents with 853,638 reactions. The task is: Predict the reaction yield, written as a fraction of the theoretical maximum amount of product (1.0 means a 100% yield; for example, 0.34 means a 34% yield). (1) The reactants are [CH3:1][S:2][C:3]1[CH:29]=[CH:28][C:6]([CH2:7][O:8][C:9]2[CH:10]=[N:11][C:12]([N:15]3[CH2:20][CH2:19][N:18]([C:21]([O:23][C:24]([CH3:27])([CH3:26])[CH3:25])=[O:22])[CH2:17][CH2:16]3)=[N:13][CH:14]=2)=[CH:5][CH:4]=1.OO.C(=O)([O-])[OH:33].[Na+]. The catalyst is CO.O.O.O.[O-][W]([O-])(=O)=O.[Na+].[Na+]. The product is [CH3:1][S:2]([C:3]1[CH:4]=[CH:5][C:6]([CH2:7][O:8][C:9]2[CH:10]=[N:11][C:12]([N:15]3[CH2:16][CH2:17][N:18]([C:21]([O:23][C:24]([CH3:26])([CH3:25])[CH3:27])=[O:22])[CH2:19][CH2:20]3)=[N:13][CH:14]=2)=[CH:28][CH:29]=1)=[O:33]. The yield is 0.660. (2) The product is [C:14]1([NH:13][C:11](=[O:12])[NH2:10])[C:15]2[C:16](=[CH:19][CH:14]=[CH:15][CH:16]=2)[CH:17]=[CH:18][CH:19]=1. The catalyst is CCl. The reactants are C(C1C=C([NH:10][C:11]([NH:13][C:14]2[CH:19]=[CH:18][C:17](Cl)=[CH:16][CH:15]=2)=[O:12])N(C2C=C(C=CC=2)C(OCC)=O)N=1)(C)(C)C.O=S(Cl)Cl. The yield is 0.970. (3) The reactants are [CH3:1][CH:2]([CH3:56])[C@H:3]([NH:38][C:39](=[O:55])[O:40][CH2:41][CH:42]1[C:54]2[CH:53]=[CH:52][CH:51]=[CH:50][C:49]=2[C:48]2[C:43]1=[CH:44][CH:45]=[CH:46][CH:47]=2)[C:4]([NH:6][C@@H:7]([CH2:31][CH2:32][CH2:33][NH:34][C:35]([NH2:37])=[O:36])[C:8]([NH:10][C:11]1[CH:16]=[CH:15][C:14]([CH2:17][O:18]C(OC2C=CC([N+]([O-])=O)=CC=2)=O)=[CH:13][CH:12]=1)=[O:9])=[O:5].C1C=NC2N([OH:66])N=NC=2C=1.N1C(C)=CC=CC=1C.[CH3:75][N:76](CCNC)[C:77](=[O:83])[O:78][C:79]([CH3:82])([CH3:81])[CH3:80].C[CH2:89][N:90]([CH:94]([CH3:96])C)[CH:91](C)C. The catalyst is CC(N(C)C)=O.CC(OC)(C)C. The product is [CH2:94]([N:90]([CH3:91])[C:89](=[O:66])[O:18][CH2:17][C:14]1[CH:13]=[CH:12][C:11]([NH:10][C:8](=[O:9])[C@@H:7]([NH:6][C:4](=[O:5])[C@@H:3]([NH:38][C:39]([O:40][CH2:41][CH:42]2[C:54]3[CH:53]=[CH:52][CH:51]=[CH:50][C:49]=3[C:48]3[C:43]2=[CH:44][CH:45]=[CH:46][CH:47]=3)=[O:55])[CH:2]([CH3:56])[CH3:1])[CH2:31][CH2:32][CH2:33][NH:34][C:35]([NH2:37])=[O:36])=[CH:16][CH:15]=1)[CH2:96][N:76]([CH3:75])[C:77](=[O:83])[O:78][C:79]([CH3:82])([CH3:81])[CH3:80]. The yield is 0.330. (4) The catalyst is CN(C=O)C. The yield is 0.280. The reactants are [C:1]([O-:4])([O-])=O.[Cs+].[Cs+].F[C:8]1[CH:23]=[C:22]([Cl:24])[CH:21]=[CH:20][C:9]=1[C:10]([NH:12][C:13]1[CH:18]=[CH:17][NH:16][C:15](=[O:19])[CH:14]=1)=[O:11].[F:25][C:26]1[CH:31]=[CH:30][C:29]([OH:32])=[CH:28][C:27]=1OC. The product is [Cl:24][C:22]1[CH:21]=[CH:20][C:9]([C:10]([NH:12][C:13]2[CH:18]=[CH:17][NH:16][C:15](=[O:19])[CH:14]=2)=[O:11])=[C:8]([O:32][C:29]2[CH:30]=[CH:31][C:26]([F:25])=[CH:27][C:28]=2[O:4][CH3:1])[CH:23]=1. (5) The reactants are [C:1]([SiH2:5][O:6][C:7]([CH3:19])([CH3:18])[C:8]1[CH:9]=[C:10]([CH2:15][CH2:16][NH2:17])[CH:11]=[CH:12][C:13]=1[Cl:14])([CH3:4])([CH3:3])[CH3:2].[CH:20](=O)[CH3:21].[BH4-].[Na+]. The catalyst is CO. The product is [C:1]([SiH2:5][O:6][C:7]([CH3:19])([CH3:18])[C:8]1[CH:9]=[C:10]([CH2:15][CH2:16][NH:17][CH2:20][CH3:21])[CH:11]=[CH:12][C:13]=1[Cl:14])([CH3:4])([CH3:3])[CH3:2]. The yield is 0.280. (6) The reactants are [Cl:1][C:2]1[CH:6]=[C:5]([C:7]([O:9]C)=[O:8])[N:4]([CH3:11])[N:3]=1.O.[Li+].[OH-]. The catalyst is O1CCOCC1. The product is [Cl:1][C:2]1[CH:6]=[C:5]([C:7]([OH:9])=[O:8])[N:4]([CH3:11])[N:3]=1. The yield is 0.910.